This data is from Catalyst prediction with 721,799 reactions and 888 catalyst types from USPTO. The task is: Predict which catalyst facilitates the given reaction. (1) The catalyst class is: 210. Reactant: [CH2:1]1[O:4][C@H:2]1[CH3:3].[F:5][C:6]1[CH:11]=[CH:10][C:9]([S:12]([NH:15][C:16]2[CH:21]=[C:20]([N+:22]([O-:24])=[O:23])[CH:19]=[CH:18][C:17]=2F)(=[O:14])=[O:13])=[CH:8][CH:7]=1.C(=O)([O-])[O-].[K+].[K+]. Product: [F:5][C:6]1[CH:11]=[CH:10][C:9]([S:12]([N:15]2[C:16]3[CH:21]=[C:20]([N+:22]([O-:24])=[O:23])[CH:19]=[CH:18][C:17]=3[O:4][C@@H:2]([CH3:3])[CH2:1]2)(=[O:14])=[O:13])=[CH:8][CH:7]=1. (2) Reactant: [Br:1]N1C(=O)CCC1=O.[CH3:9][O:10][C:11]1[N:16]2[N:17]=[C:18]([C:20]3[CH:25]=[CH:24][CH:23]=[CH:22][CH:21]=3)[CH:19]=[C:15]2[CH:14]=[CH:13][CH:12]=1.C(=O)(O)[O-].[Na+]. Product: [Br:1][C:19]1[C:18]([C:20]2[CH:25]=[CH:24][CH:23]=[CH:22][CH:21]=2)=[N:17][N:16]2[C:11]([O:10][CH3:9])=[CH:12][CH:13]=[CH:14][C:15]=12. The catalyst class is: 10. (3) Reactant: Cl[C:2]1[N:7]=[CH:6][N:5]=[C:4]([C:8]2[CH:9]=[CH:10][C:11]([O:16][CH:17]3[CH2:22][CH2:21][O:20][CH2:19][CH2:18]3)=[C:12]([CH:15]=2)[C:13]#[N:14])[N:3]=1.[CH3:23][O:24][C:25]1[CH:26]=[C:27]([CH:29]=[CH:30][C:31]=1[CH:32]1[CH2:37][CH2:36][N:35]([CH:38]2[CH2:41][O:40][CH2:39]2)[CH2:34][CH2:33]1)[NH2:28].C(N(CC)C(C)C)(C)C. Product: [CH3:23][O:24][C:25]1[CH:26]=[C:27]([NH:28][C:2]2[N:7]=[CH:6][N:5]=[C:4]([C:8]3[CH:9]=[CH:10][C:11]([O:16][CH:17]4[CH2:22][CH2:21][O:20][CH2:19][CH2:18]4)=[C:12]([CH:15]=3)[C:13]#[N:14])[N:3]=2)[CH:29]=[CH:30][C:31]=1[CH:32]1[CH2:33][CH2:34][N:35]([CH:38]2[CH2:39][O:40][CH2:41]2)[CH2:36][CH2:37]1. The catalyst class is: 10. (4) Reactant: C(OC(=O)[NH:7][CH2:8][CH2:9][NH:10][C:11]([C:13]1[CH:14]=[N:15][C:16]([CH:19]([S:28]([C:31]2[CH:36]=[CH:35][C:34]([Cl:37])=[CH:33][CH:32]=2)(=[O:30])=[O:29])[C:20]2[CH:25]=[C:24]([F:26])[CH:23]=[CH:22][C:21]=2[F:27])=[CH:17][CH:18]=1)=[S:12])(C)(C)C.Cl. Product: [NH2:7][CH2:8][CH2:9][NH:10][C:11](=[S:12])[C:13]1[CH:18]=[CH:17][C:16]([CH:19]([S:28]([C:31]2[CH:32]=[CH:33][C:34]([Cl:37])=[CH:35][CH:36]=2)(=[O:30])=[O:29])[C:20]2[CH:25]=[C:24]([F:26])[CH:23]=[CH:22][C:21]=2[F:27])=[N:15][CH:14]=1. The catalyst class is: 8. (5) Reactant: [Cl:1][C:2]1[CH:41]=[C:40]([Cl:42])[CH:39]=[CH:38][C:3]=1[C:4]([N:6]([CH2:29][C:30]([N:32]1[CH2:37][CH2:36][O:35][CH2:34][CH2:33]1)=[O:31])[C:7]1[CH:11]=[C:10]([C:12]2[CH:17]=[CH:16][C:15]([O:18][C:19]3[CH:24]=[CH:23][CH:22]=[CH:21][CH:20]=3)=[CH:14][CH:13]=2)[S:9][C:8]=1[C:25]([O:27]C)=[O:26])=[O:5].O[Li].O.Cl. Product: [Cl:1][C:2]1[CH:41]=[C:40]([Cl:42])[CH:39]=[CH:38][C:3]=1[C:4]([N:6]([CH2:29][C:30]([N:32]1[CH2:33][CH2:34][O:35][CH2:36][CH2:37]1)=[O:31])[C:7]1[CH:11]=[C:10]([C:12]2[CH:17]=[CH:16][C:15]([O:18][C:19]3[CH:20]=[CH:21][CH:22]=[CH:23][CH:24]=3)=[CH:14][CH:13]=2)[S:9][C:8]=1[C:25]([OH:27])=[O:26])=[O:5]. The catalyst class is: 20. (6) Reactant: [OH-].[Li+].[CH2:3]([S:7]([O:10][C:11]1[CH:16]=[CH:15][C:14]([CH2:17][CH2:18][CH2:19][C:20]2[CH:25]=[CH:24][C:23]([CH2:26][CH2:27][C:28]([O:30]C)=[O:29])=[C:22]([O:32][CH2:33][CH2:34][CH2:35][CH3:36])[CH:21]=2)=[CH:13][C:12]=1[O:37][CH3:38])(=[O:9])=[O:8])[CH2:4][CH2:5][CH3:6]. Product: [CH2:3]([S:7]([O:10][C:11]1[CH:16]=[CH:15][C:14]([CH2:17][CH2:18][CH2:19][C:20]2[CH:25]=[CH:24][C:23]([CH2:26][CH2:27][C:28]([OH:30])=[O:29])=[C:22]([O:32][CH2:33][CH2:34][CH2:35][CH3:36])[CH:21]=2)=[CH:13][C:12]=1[O:37][CH3:38])(=[O:8])=[O:9])[CH2:4][CH2:5][CH3:6]. The catalyst class is: 7.